This data is from NCI-60 drug combinations with 297,098 pairs across 59 cell lines. The task is: Regression. Given two drug SMILES strings and cell line genomic features, predict the synergy score measuring deviation from expected non-interaction effect. (1) Cell line: OVCAR-5. Drug 2: CC(C)(C#N)C1=CC(=CC(=C1)CN2C=NC=N2)C(C)(C)C#N. Synergy scores: CSS=2.31, Synergy_ZIP=0.224, Synergy_Bliss=2.52, Synergy_Loewe=-0.0670, Synergy_HSA=-0.0225. Drug 1: CC1=C(C(=CC=C1)Cl)NC(=O)C2=CN=C(S2)NC3=CC(=NC(=N3)C)N4CCN(CC4)CCO. (2) Drug 1: C1=CN(C(=O)N=C1N)C2C(C(C(O2)CO)O)O.Cl. Drug 2: CN1C(=O)N2C=NC(=C2N=N1)C(=O)N. Cell line: UACC62. Synergy scores: CSS=11.9, Synergy_ZIP=-3.43, Synergy_Bliss=1.07, Synergy_Loewe=-15.8, Synergy_HSA=0.00423. (3) Drug 1: CC1=C2C(C(=O)C3(C(CC4C(C3C(C(C2(C)C)(CC1OC(=O)C(C(C5=CC=CC=C5)NC(=O)OC(C)(C)C)O)O)OC(=O)C6=CC=CC=C6)(CO4)OC(=O)C)OC)C)OC. Drug 2: COC1=CC(=CC(=C1O)OC)C2C3C(COC3=O)C(C4=CC5=C(C=C24)OCO5)OC6C(C(C7C(O6)COC(O7)C8=CC=CS8)O)O. Cell line: RXF 393. Synergy scores: CSS=46.0, Synergy_ZIP=6.46, Synergy_Bliss=5.75, Synergy_Loewe=10.5, Synergy_HSA=12.3. (4) Synergy scores: CSS=44.0, Synergy_ZIP=1.88, Synergy_Bliss=3.25, Synergy_Loewe=-5.10, Synergy_HSA=3.90. Cell line: A549. Drug 1: C1=CN(C(=O)N=C1N)C2C(C(C(O2)CO)O)O.Cl. Drug 2: C1C(C(OC1N2C=NC3=C2NC=NCC3O)CO)O. (5) Drug 1: C1=CC(=CC=C1CCC2=CNC3=C2C(=O)NC(=N3)N)C(=O)NC(CCC(=O)O)C(=O)O. Drug 2: C1CN(P(=O)(OC1)NCCCl)CCCl. Cell line: HOP-62. Synergy scores: CSS=27.0, Synergy_ZIP=-5.20, Synergy_Bliss=-1.42, Synergy_Loewe=-68.7, Synergy_HSA=-0.666. (6) Drug 1: CCCS(=O)(=O)NC1=C(C(=C(C=C1)F)C(=O)C2=CNC3=C2C=C(C=N3)C4=CC=C(C=C4)Cl)F. Drug 2: C1=NC2=C(N=C(N=C2N1C3C(C(C(O3)CO)O)F)Cl)N. Cell line: SF-295. Synergy scores: CSS=0.462, Synergy_ZIP=-2.29, Synergy_Bliss=-3.00, Synergy_Loewe=-7.74, Synergy_HSA=-3.91. (7) Drug 1: CN(C)N=NC1=C(NC=N1)C(=O)N. Drug 2: C1C(C(OC1N2C=NC3=C2NC=NCC3O)CO)O. Cell line: HCT116. Synergy scores: CSS=10.2, Synergy_ZIP=-1.61, Synergy_Bliss=1.88, Synergy_Loewe=3.42, Synergy_HSA=3.36.